Dataset: Reaction yield outcomes from USPTO patents with 853,638 reactions. Task: Predict the reaction yield, written as a fraction of the theoretical maximum amount of product (1.0 means a 100% yield; for example, 0.34 means a 34% yield). (1) The reactants are [Cl:1][C:2]1[N:9]=[C:8]([CH3:10])[CH:7]=[C:6](Cl)[C:3]=1[C:4]#[N:5].C([O-])(=[O:14])C.[Cs+]. The catalyst is CN(C)C=O. The product is [Cl:1][C:2]1[N:9]=[C:8]([CH3:10])[CH:7]=[C:6]([OH:14])[C:3]=1[C:4]#[N:5]. The yield is 0.980. (2) The reactants are [CH2:1]([O:3][C:4](=[O:12])[C:5]1[CH:10]=[CH:9][C:8](Br)=[CH:7][CH:6]=1)[CH3:2].[OH:13][C:14]1[CH:19]=[CH:18][CH:17]=[CH:16][N:15]=1.C(=O)([O-])[O-].[K+].[K+]. The catalyst is [Cu]I.N. The product is [O:13]=[C:14]1[CH:19]=[CH:18][CH:17]=[CH:16][N:15]1[C:8]1[CH:9]=[CH:10][C:5]([C:4]([O:3][CH2:1][CH3:2])=[O:12])=[CH:6][CH:7]=1. The yield is 0.860. (3) The reactants are C([O:5][C:6](=[O:40])[CH2:7][O:8][C:9]1[C:14]2[CH2:15][CH2:16][CH2:17][CH2:18][CH:19]([N:20]([S:22]([C:25]3[CH:30]=[CH:29][C:28]([C:31]4[CH:36]=[CH:35][CH:34]=[C:33]([CH2:37][CH2:38][OH:39])[CH:32]=4)=[CH:27][N:26]=3)(=[O:24])=[O:23])[CH3:21])[C:13]=2[CH:12]=[CH:11][CH:10]=1)(C)(C)C.[OH-].[Na+]. No catalyst specified. The product is [OH:39][CH2:38][CH2:37][C:33]1[CH:32]=[C:31]([C:28]2[CH:29]=[CH:30][C:25]([S:22]([N:20]([CH3:21])[CH:19]3[C:13]4[CH:12]=[CH:11][CH:10]=[C:9]([O:8][CH2:7][C:6]([OH:40])=[O:5])[C:14]=4[CH2:15][CH2:16][CH2:17][CH2:18]3)(=[O:24])=[O:23])=[N:26][CH:27]=2)[CH:36]=[CH:35][CH:34]=1. The yield is 0.220. (4) The reactants are [Br:1][C:2]1[CH:10]=[CH:9][CH:8]=[C:7]([NH:11][C:12]2[C:13]3[CH:21]=[CH:20][N:19]([S:22]([C:25]4[CH:30]=[CH:29][C:28]([CH3:31])=[CH:27][CH:26]=4)(=[O:24])=[O:23])[C:14]=3[N:15]=[C:16]([Cl:18])[N:17]=2)[C:3]=1[C:4]([OH:6])=O.C(Cl)(=O)C(Cl)=O. The catalyst is C1COCC1. The product is [ClH:18].[Br:1][C:2]1[CH:10]=[CH:9][CH:8]=[C:7]2[C:3]=1[C:4](=[O:6])[N:17]1[C:16]([Cl:18])=[N:15][C:14]3[N:19]([S:22]([C:25]4[CH:26]=[CH:27][C:28]([CH3:31])=[CH:29][CH:30]=4)(=[O:23])=[O:24])[CH:20]=[CH:21][C:13]=3[C:12]1=[N:11]2. The yield is 0.900. (5) The reactants are [NH:1]1[CH2:6][CH2:5][O:4][CH2:3][CH2:2]1.C[Al](C)C.[F:11][C:12]1[CH:17]=[CH:16][CH:15]=[C:14]([F:18])[C:13]=1[N:19]1[C:24]2[N:25]=[C:26]([NH:37][CH2:38][C:39](OC)=[O:40])[N:27]=[C:28]([C:29]3[CH:34]=[CH:33][C:32]([F:35])=[CH:31][C:30]=3[CH3:36])[C:23]=2[CH:22]=[CH:21][C:20]1=[O:43]. The catalyst is ClCCl.CCOC(C)=O. The product is [F:11][C:12]1[CH:17]=[CH:16][CH:15]=[C:14]([F:18])[C:13]=1[N:19]1[C:24]2[N:25]=[C:26]([NH:37][CH2:38][C:39]([N:1]3[CH2:6][CH2:5][O:4][CH2:3][CH2:2]3)=[O:40])[N:27]=[C:28]([C:29]3[CH:34]=[CH:33][C:32]([F:35])=[CH:31][C:30]=3[CH3:36])[C:23]=2[CH:22]=[CH:21][C:20]1=[O:43]. The yield is 0.310. (6) The reactants are [C:1]([C:5]1[CH:13]=[CH:12][C:11]([N+:14]([O-])=O)=[CH:10][C:6]=1[C:7]([O-:9])=[O:8])([CH3:4])([CH3:3])[CH3:2].[CH:17]([O-])=O.[K+]. The catalyst is CCO.O.[Pd]. The product is [C:1]([C:5]1[CH:13]=[CH:12][C:11]([NH2:14])=[CH:10][C:6]=1[C:7]([O:9][CH3:17])=[O:8])([CH3:4])([CH3:3])[CH3:2]. The yield is 0.950.